This data is from Catalyst prediction with 721,799 reactions and 888 catalyst types from USPTO. The task is: Predict which catalyst facilitates the given reaction. (1) Reactant: [Br:1][C:2]1[CH:6]=[C:5](Br)[N:4]([CH3:8])[N:3]=1.C([Mg]Cl)(C)C.CN([CH:17]=[O:18])C. Product: [Br:1][C:2]1[CH:6]=[C:5]([CH:17]=[O:18])[N:4]([CH3:8])[N:3]=1. The catalyst class is: 1. (2) Reactant: [CH3:1][O:2][CH2:3][CH2:4][CH2:5][CH2:6][CH:7]=O.[NH2:9][C:10]1[CH:11]=[C:12]([CH:16]([OH:20])[CH2:17][C:18]#[N:19])[CH:13]=[CH:14][CH:15]=1.[BH4-].[Na+]. Product: [OH:20][CH:16]([C:12]1[CH:13]=[CH:14][CH:15]=[C:10]([NH:9][CH2:7][CH2:6][CH2:5][CH2:4][CH2:3][O:2][CH3:1])[CH:11]=1)[CH2:17][C:18]#[N:19]. The catalyst class is: 5. (3) Reactant: [Br:1][C:2]1[CH:7]=[CH:6][C:5]([OH:8])=[CH:4][CH:3]=1.[CH:9]1(Br)[CH2:12][CH2:11][CH2:10]1.C([O-])([O-])=O.[K+].[K+]. Product: [Br:1][C:2]1[CH:7]=[CH:6][C:5]([O:8][CH:9]2[CH2:12][CH2:11][CH2:10]2)=[CH:4][CH:3]=1. The catalyst class is: 18.